From a dataset of Full USPTO retrosynthesis dataset with 1.9M reactions from patents (1976-2016). Predict the reactants needed to synthesize the given product. (1) Given the product [C:35]([O:39][C:40](=[O:68])[N:41]([C:50]1[S:51][C@:52]2([CH:66]=[O:67])[C@H:54]([C@:55]([C:58]3[C:59]([F:65])=[N:60][CH:61]=[C:62]([Br:64])[CH:63]=3)([CH3:57])[N:56]=1)[CH2:53]2)[CH2:42][O:43][CH2:44][CH2:45][Si:46]([CH3:49])([CH3:48])[CH3:47])([CH3:37])([CH3:36])[CH3:38], predict the reactants needed to synthesize it. The reactants are: C(OC(=O)N(C1S[C@]2(C=O)[C@H]([C@](C3C=C(Br)C=CC=3F)(C)N=1)C2)COCC[Si](C)(C)C)(C)(C)C.[C:35]([O:39][C:40](=[O:68])[N:41]([C:50]1[S:51][C@:52]2([CH2:66][OH:67])[C@H:54]([C@:55]([C:58]3[C:59]([F:65])=[N:60][CH:61]=[C:62]([Br:64])[CH:63]=3)([CH3:57])[N:56]=1)[CH2:53]2)[CH2:42][O:43][CH2:44][CH2:45][Si:46]([CH3:49])([CH3:48])[CH3:47])([CH3:38])([CH3:37])[CH3:36]. (2) Given the product [Cl:23][C:20]1[CH:21]=[CH:22][C:17]([C:7]2[N:8](/[CH:11]=[CH:12]/[C:13]([F:15])([F:14])[F:16])[C:9](=[O:10])[N:5]([CH2:4][C:3]([OH:24])=[O:2])[N:6]=2)=[CH:18][CH:19]=1, predict the reactants needed to synthesize it. The reactants are: C[O:2][C:3](=[O:24])[CH2:4][N:5]1[C:9](=[O:10])[N:8](/[CH:11]=[CH:12]/[C:13]([F:16])([F:15])[F:14])[C:7]([C:17]2[CH:22]=[CH:21][C:20]([Cl:23])=[CH:19][CH:18]=2)=[N:6]1.[OH-].[Li+].Cl. (3) Given the product [NH2:19][C@@H:3]1[C:2](=[O:1])[N:8]([C:34]2[CH:33]=[CH:32][C:31]([Cl:30])=[CH:36][N:35]=2)[C:7]2[CH:9]=[CH:10][CH:11]=[CH:12][C:6]=2[C:5]([C:13]2[CH:14]=[CH:15][CH:16]=[CH:17][CH:18]=2)=[N:4]1, predict the reactants needed to synthesize it. The reactants are: [O:1]=[C:2]1[NH:8][C:7]2[CH:9]=[CH:10][CH:11]=[CH:12][C:6]=2[C:5]([C:13]2[CH:18]=[CH:17][CH:16]=[CH:15][CH:14]=2)=[N:4][CH:3]1[NH:19]C(=O)OCC1C=CC=CC=1.[Cl:30][C:31]1[CH:32]=[CH:33][C:34](I)=[N:35][CH:36]=1.C(O)(C(F)(F)F)=O. (4) Given the product [CH3:10][C:11]([CH3:14])([CH3:13])[CH2:12][CH:6]([C:5]1[CH:8]=[CH:9][C:2]([CH3:1])=[CH:3][CH:4]=1)[OH:7], predict the reactants needed to synthesize it. The reactants are: [CH3:1][C:2]1[CH:9]=[CH:8][C:5]([CH:6]=[O:7])=[CH:4][CH:3]=1.[CH2:10]([Mg]Cl)[C:11]([CH3:14])([CH3:13])[CH3:12]. (5) Given the product [Br:28][CH2:19][C:16]1[CH:17]=[CH:18][C:13]([O:12][CH2:11][C:1]2[C:10]3[C:5](=[CH:6][CH:7]=[CH:8][CH:9]=3)[CH:4]=[CH:3][CH:2]=2)=[CH:14][CH:15]=1, predict the reactants needed to synthesize it. The reactants are: [C:1]1([CH2:11][O:12][C:13]2[CH:18]=[CH:17][C:16]([CH2:19]O)=[CH:15][CH:14]=2)[C:10]2[C:5](=[CH:6][CH:7]=[CH:8][CH:9]=2)[CH:4]=[CH:3][CH:2]=1.N1C=CC=CC=1.P(Br)(Br)[Br:28].